Predict the reaction yield, written as a fraction of the theoretical maximum amount of product (1.0 means a 100% yield; for example, 0.34 means a 34% yield). From a dataset of Reaction yield outcomes from USPTO patents with 853,638 reactions. (1) The reactants are [Cl:1][C:2]1[CH:12]=[CH:11][C:5]([C:6]([O:8][CH2:9][CH3:10])=[O:7])=[CH:4][C:3]=1[N+:13]([O-])=O.[H][H]. The catalyst is [OH-].[OH-].[Pd+2]. The product is [NH2:13][C:3]1[CH:4]=[C:5]([CH:11]=[CH:12][C:2]=1[Cl:1])[C:6]([O:8][CH2:9][CH3:10])=[O:7]. The yield is 0.950. (2) The reactants are Cl[C:2]1[CH:7]=[CH:6][C:5]([CH3:8])=[CH:4][C:3]=1[N+:9]([O-:11])=[O:10].[CH2:12]([Sn](CCCC)(CCCC)CCCC)[CH:13]=[CH2:14]. The catalyst is Cl[Pd](Cl)([P](C1C=CC=CC=1)(C1C=CC=CC=1)C1C=CC=CC=1)[P](C1C=CC=CC=1)(C1C=CC=CC=1)C1C=CC=CC=1.ClCCCl. The product is [CH2:14]([C:2]1[CH:7]=[CH:6][C:5]([CH3:8])=[CH:4][C:3]=1[N+:9]([O-:11])=[O:10])[CH:13]=[CH2:12]. The yield is 0.840. (3) The reactants are Br[C:2]1[CH:12]=[CH:11][CH:10]=[C:9]([O:13][CH3:14])[C:3]=1[C:4]([O:6][CH2:7][CH3:8])=[O:5].[CH3:15][N:16]1[C:20](B2OC(C)(C)C(C)(C)O2)=[C:19]([CH3:30])[CH:18]=[N:17]1.C([O-])([O-])=O.[Na+].[Na+]. The catalyst is COCCOC.O.C1C=CC([P]([Pd]([P](C2C=CC=CC=2)(C2C=CC=CC=2)C2C=CC=CC=2)([P](C2C=CC=CC=2)(C2C=CC=CC=2)C2C=CC=CC=2)[P](C2C=CC=CC=2)(C2C=CC=CC=2)C2C=CC=CC=2)(C2C=CC=CC=2)C2C=CC=CC=2)=CC=1. The product is [CH3:15][N:16]1[C:20]([C:2]2[CH:12]=[CH:11][CH:10]=[C:9]([O:13][CH3:14])[C:3]=2[C:4]([O:6][CH2:7][CH3:8])=[O:5])=[C:19]([CH3:30])[CH:18]=[N:17]1. The yield is 0.950. (4) The reactants are [CH3:1][O:2][CH2:3][C:4](=O)[CH3:5].BrBr.[NH2:9][C:10]([NH2:12])=[S:11]. The catalyst is CO. The product is [CH3:1][O:2][CH2:3][C:4]1[N:9]=[C:10]([NH2:12])[S:11][CH:5]=1. The yield is 0.330. (5) The reactants are [Li]CCCC.[F:6][C:7]([F:20])([F:19])[C:8]1[CH:13]=[CH:12][C:11]([C:14]2[S:15][CH:16]=[CH:17][N:18]=2)=[CH:10][CH:9]=1.[N:21]1[CH:26]=[CH:25][C:24]([C:27](=[O:29])[CH3:28])=[CH:23][CH:22]=1. The catalyst is C1COCC1. The product is [N:21]1[CH:26]=[CH:25][C:24]([C:27]([C:16]2[S:15][C:14]([C:11]3[CH:10]=[CH:9][C:8]([C:7]([F:6])([F:19])[F:20])=[CH:13][CH:12]=3)=[N:18][CH:17]=2)([OH:29])[CH3:28])=[CH:23][CH:22]=1. The yield is 0.800. (6) The reactants are [Si]([O:8][CH2:9][C:10]1([CH3:37])[S:16][CH2:15][CH2:14][N:13]2[C:17]([C:20]3[CH:25]=[CH:24][C:23]([C:26]4[CH:31]=[CH:30][C:29]([F:32])=[CH:28][CH:27]=4)=[CH:22][C:21]=3[C:33]([F:36])([F:35])[F:34])=[N:18][N:19]=[C:12]2[CH2:11]1)(C(C)(C)C)(C)C.[F-].C([N+](CCCC)(CCCC)CCCC)CCC.O. The catalyst is O1CCCC1. The product is [F:32][C:29]1[CH:28]=[CH:27][C:26]([C:23]2[CH:24]=[CH:25][C:20]([C:17]3[N:13]4[CH2:14][CH2:15][S:16][C:10]([CH2:9][OH:8])([CH3:37])[CH2:11][C:12]4=[N:19][N:18]=3)=[C:21]([C:33]([F:36])([F:34])[F:35])[CH:22]=2)=[CH:31][CH:30]=1. The yield is 0.460. (7) The reactants are [O:1]1[C:5]2[CH:6]=[CH:7][CH:8]=[CH:9][C:4]=2[N:3]=[C:2]1[S:10][CH2:11][CH2:12][N:13]1[CH2:18][CH2:17][N:16]([CH2:19][C:20]([NH:22][C:23]2[C:24]([O:36][CH2:37][CH2:38][O:39][CH3:40])=[N:25][C:26]([CH3:35])=[CH:27][C:28]=2[O:29][CH2:30][C:31]([F:34])([F:33])[F:32])=[O:21])[CH2:15][CH2:14]1.[ClH:41].N1C=CC=CC=1. The catalyst is C(O)C. The product is [ClH:41].[O:1]1[C:5]2[CH:6]=[CH:7][CH:8]=[CH:9][C:4]=2[N:3]=[C:2]1[S:10][CH2:11][CH2:12][N:13]1[CH2:18][CH2:17][N:16]([CH2:19][C:20]([NH:22][C:23]2[C:24]([O:36][CH2:37][CH2:38][O:39][CH3:40])=[N:25][C:26]([CH3:35])=[CH:27][C:28]=2[O:29][CH2:30][C:31]([F:32])([F:33])[F:34])=[O:21])[CH2:15][CH2:14]1. The yield is 0.252. (8) The reactants are [F:1][C:2]1[CH:3]=C(C(C)C(O)=O)C=C[CH:7]=1.B.[CH2:14]1[CH2:18][O:17][CH2:16][CH2:15]1.[CH2:19]1COC[CH2:20]1. No catalyst specified. The product is [F:1][C:2]1[CH:7]=[C:14]([CH:18]([OH:17])[CH2:19][CH3:20])[CH:15]=[CH:16][CH:3]=1. The yield is 0.970. (9) The reactants are [CH3:1][O:2][C:3]1[CH:4]=[CH:5][C:6]2[O:11][CH2:10][C:9](=[O:12])[NH:8][C:7]=2[CH:13]=1.[H-].[Na+].Br[CH2:17][C:18]([O:20][CH2:21][CH3:22])=[O:19].FC(F)(F)C(O)=O. The catalyst is O1CCCC1.CC#N.O. The product is [CH3:1][O:2][C:3]1[CH:4]=[CH:5][C:6]2[O:11][CH2:10][C:9](=[O:12])[N:8]([CH2:17][C:18]([O:20][CH2:21][CH3:22])=[O:19])[C:7]=2[CH:13]=1. The yield is 0.600. (10) The reactants are [CH3:1][NH:2][C:3]1[C:12]2[C:7](=[CH:8][C:9]([C:13]([O:15]CC)=[O:14])=[CH:10][CH:11]=2)[CH:6]=[CH:5][N:4]=1.[OH-].[K+]. The catalyst is C(O)C. The product is [CH3:1][NH:2][C:3]1[C:12]2[C:7](=[CH:8][C:9]([C:13]([OH:15])=[O:14])=[CH:10][CH:11]=2)[CH:6]=[CH:5][N:4]=1. The yield is 0.720.